Dataset: Forward reaction prediction with 1.9M reactions from USPTO patents (1976-2016). Task: Predict the product of the given reaction. (1) Given the reactants [NH2:1][C:2]1[CH:7]=[CH:6][CH:5]=[CH:4][C:3]=1[C:8]1[CH:13]=[CH:12][CH:11]=[CH:10][CH:9]=1.[C:14](O[C:14](=[O:18])[C:15]([CH3:17])=[CH2:16])(=[O:18])[C:15]([CH3:17])=[CH2:16], predict the reaction product. The product is: [CH3:17][C:15](=[CH2:16])[C:14]([NH:1][C:2]1[CH:7]=[CH:6][CH:5]=[CH:4][C:3]=1[C:8]1[CH:9]=[CH:10][CH:11]=[CH:12][CH:13]=1)=[O:18]. (2) Given the reactants [CH3:1][O:2][C:3]([C@@H:5]1[C@H:10]([C:11]([OH:13])=[O:12])[CH2:9][CH:8]=[CH:7][CH2:6]1)=[O:4].C(=O)([O-])[O-].[K+].[K+].[CH2:20](Br)[C:21]1[CH:26]=[CH:25][CH:24]=[CH:23][CH:22]=1, predict the reaction product. The product is: [C@@H:10]1([C:11]([O:13][CH2:20][C:21]2[CH:26]=[CH:25][CH:24]=[CH:23][CH:22]=2)=[O:12])[CH2:9][CH:8]=[CH:7][CH2:6][C@@H:5]1[C:3]([O:2][CH3:1])=[O:4]. (3) Given the reactants [C:1]([C:9]1[CH:17]=[C:16]([Br:18])[CH:15]=[CH:14][C:10]=1[C:11]([OH:13])=O)(=O)[C:2]1[CH:7]=[CH:6][CH:5]=[CH:4][CH:3]=1.C(=O)([O-])[O-].[K+].[K+].Br[CH:26](C(OCC)=O)[C:27]([O:29]CC)=[O:28].CC(C)=O, predict the reaction product. The product is: [Br:18][C:16]1[CH:17]=[C:9]2[C:10](=[CH:14][CH:15]=1)[CH2:11][O:13][C:26]([C:27]([OH:29])=[O:28])=[C:1]2[C:2]1[CH:3]=[CH:4][CH:5]=[CH:6][CH:7]=1.